Dataset: Catalyst prediction with 721,799 reactions and 888 catalyst types from USPTO. Task: Predict which catalyst facilitates the given reaction. (1) Reactant: O.[S:2]([C:6]1[CH:11]=[CH:10][C:9]([N:12]=[C:13]=[S:14])=[CH:8][CH:7]=1)([OH:5])(=[O:4])=[O:3].[Na:15].C1C=C2C(C(O)(O)C(=O)C2=CC=1)=O.C[N:30](C)CC=C. Product: [S:2]([C:6]1[CH:7]=[CH:8][C:9]([NH:12][C:13]([NH2:30])=[S:14])=[CH:10][CH:11]=1)([OH:5])(=[O:3])=[O:4].[Na:15]. The catalyst class is: 6. (2) Reactant: [N+:1]([C:4]1[CH:5]=[C:6]([C:10]2[O:11][C:12]3[C:17]([N:18]=2)=[CH:16][CH:15]=[CH:14][N:13]=3)[CH:7]=[CH:8][CH:9]=1)([O-])=O.CO.O.[SH-].[Na+]. Product: [N:18]1[C:17]2[C:12](=[N:13][CH:14]=[CH:15][CH:16]=2)[O:11][C:10]=1[C:6]1[CH:5]=[C:4]([NH2:1])[CH:9]=[CH:8][CH:7]=1. The catalyst class is: 6.